This data is from Merck oncology drug combination screen with 23,052 pairs across 39 cell lines. The task is: Regression. Given two drug SMILES strings and cell line genomic features, predict the synergy score measuring deviation from expected non-interaction effect. (1) Drug 1: CCC1(O)C(=O)OCc2c1cc1n(c2=O)Cc2cc3c(CN(C)C)c(O)ccc3nc2-1. Drug 2: CNC(=O)c1cc(Oc2ccc(NC(=O)Nc3ccc(Cl)c(C(F)(F)F)c3)cc2)ccn1. Cell line: COLO320DM. Synergy scores: synergy=4.77. (2) Drug 1: O=S1(=O)NC2(CN1CC(F)(F)F)C1CCC2Cc2cc(C=CCN3CCC(C(F)(F)F)CC3)ccc2C1. Drug 2: CN(Cc1cnc2nc(N)nc(N)c2n1)c1ccc(C(=O)NC(CCC(=O)O)C(=O)O)cc1. Cell line: HT144. Synergy scores: synergy=-5.91.